From a dataset of Full USPTO retrosynthesis dataset with 1.9M reactions from patents (1976-2016). Predict the reactants needed to synthesize the given product. (1) Given the product [Br:7][C:4]1[N:3]([C:8]([O:10][C:11]([CH3:14])([CH3:13])[CH3:12])=[O:9])[C:2]([C:21]([O:23][CH2:24][C:25]2[CH:30]=[CH:29][CH:28]=[CH:27][CH:26]=2)=[O:22])=[CH:6][CH:5]=1, predict the reactants needed to synthesize it. The reactants are: Br[C:2]1[N:3]([C:8]([O:10][C:11]([CH3:14])([CH3:13])[CH3:12])=[O:9])[C:4]([Br:7])=[CH:5][CH:6]=1.C([Li])CCC.Cl[C:21]([O:23][CH2:24][C:25]1[CH:30]=[CH:29][CH:28]=[CH:27][CH:26]=1)=[O:22].[Cl-].[NH4+]. (2) Given the product [F:1][C:2]1[CH:7]=[CH:6][C:5]([C:8]2[O:35][C:11]3=[N:12][CH:13]=[C:14]([C:16]4[CH:21]=[C:20]([C:22](=[O:33])[NH:23][C:48]5([C:46]6[CH:47]=[CH:106][CH:45]=[CH:43][N:42]=6)[CH2:75][CH2:74]5)[CH:19]=[CH:18][C:17]=4[CH3:34])[CH:15]=[C:10]3[C:9]=2[C:36]([O:56][CH3:52])=[O:37])=[CH:4][CH:3]=1, predict the reactants needed to synthesize it. The reactants are: [F:1][C:2]1[CH:7]=[CH:6][C:5]([C:8]2[O:35][C:11]3=[N:12][CH:13]=[C:14]([C:16]4[CH:21]=[C:20]([C:22](=[O:33])[NH:23]C5(C6C=CC=CN=6)CC5)[CH:19]=[CH:18][C:17]=4[CH3:34])[CH:15]=[C:10]3[C:9]=2[C:36](NC)=[O:37])=[CH:4][CH:3]=1.CC[N:42]([CH:46]([CH3:48])[CH3:47])[CH:43]([CH3:45])C.CN([C:52]([O:56]N1N=NC2C=CC=NC1=2)=[N+](C)C)C.F[P-](F)(F)(F)(F)F.F[C:74]1C=CC(C2OC3=NC=C(C4C=C(C=CC=4C)C(O)=O)C=C3C=2C(OC)=O)=C[CH:75]=1.Cl.Cl.N1C=CC=C[C:106]=1C1(N)CC1.